This data is from Forward reaction prediction with 1.9M reactions from USPTO patents (1976-2016). The task is: Predict the product of the given reaction. (1) Given the reactants [F:1][C:2]1[C:7]([C:8](=O)[C:9]([O:11][C:12]([CH3:15])([CH3:14])[CH3:13])=[O:10])=[CH:6][CH:5]=[CH:4][N:3]=1.O.[NH2:18][NH2:19].O, predict the reaction product. The product is: [F:1][C:2]1[C:7]([C:8](=[N:18][NH2:19])[C:9]([O:11][C:12]([CH3:15])([CH3:14])[CH3:13])=[O:10])=[CH:6][CH:5]=[CH:4][N:3]=1. (2) Given the reactants OS(O)(=O)=O.[Cl:6][C:7]1[C:8]([O:16][CH3:17])=[CH:9][C:10]([O:14][CH3:15])=[C:11]([NH2:13])[CH:12]=1.N([O-])=O.[Na+].[N-:22]=[N+:23]=[N-].[Na+], predict the reaction product. The product is: [N:13]([C:11]1[CH:12]=[C:7]([Cl:6])[C:8]([O:16][CH3:17])=[CH:9][C:10]=1[O:14][CH3:15])=[N+:22]=[N-:23]. (3) Given the reactants [NH2:1][C:2]1[CH:7]=[CH:6][CH:5]=[CH:4][CH:3]=1.C(N(CC)CC)C.Cl.[N:16]1[CH:21]=[CH:20][CH:19]=[CH:18][C:17]=1[C:22](Cl)=[O:23], predict the reaction product. The product is: [C:2]1([NH:1][C:22]([C:17]2[CH:18]=[CH:19][CH:20]=[CH:21][N:16]=2)=[O:23])[CH:7]=[CH:6][CH:5]=[CH:4][CH:3]=1.